This data is from Catalyst prediction with 721,799 reactions and 888 catalyst types from USPTO. The task is: Predict which catalyst facilitates the given reaction. (1) Reactant: [C:1]([C:5]1[CH:10]=[CH:9][C:8]([CH2:11][C:12]([NH:14][C@H:15]([C:28]2[CH:33]=[CH:32][C:31]([O:34][CH2:35][C:36]([F:39])([F:38])[F:37])=[CH:30][N:29]=2)[C:16]2[N:17]=[N:18][N:19]([C:21]([CH3:27])([CH3:26])[C:22](OC)=[O:23])[CH:20]=2)=[O:13])=[CH:7][CH:6]=1)([CH3:4])([CH3:3])[CH3:2].[BH4-].[Li+]. Product: [C:1]([C:5]1[CH:10]=[CH:9][C:8]([CH2:11][C:12]([NH:14][C@@H:15]([C:16]2[N:17]=[N:18][N:19]([C:21]([CH3:27])([CH3:26])[CH2:22][OH:23])[CH:20]=2)[C:28]2[CH:33]=[CH:32][C:31]([O:34][CH2:35][C:36]([F:38])([F:39])[F:37])=[CH:30][N:29]=2)=[O:13])=[CH:7][CH:6]=1)([CH3:4])([CH3:2])[CH3:3]. The catalyst class is: 1. (2) Reactant: [C:1]([OH:9])(=O)[C:2]1[CH:7]=[CH:6][CH:5]=[CH:4][CH:3]=1.C(N(CC)C(C)C)(C)C.F[P-](F)(F)(F)(F)F.CN(C(N(C)C)=[N+]1C2C(=NC=CC=2)[N+]([O-])=N1)C.[F:43][C:44]([F:66])([F:65])[O:45][C:46]1[CH:51]=[CH:50][C:49]([N:52]2[CH:56]=[N:55][C:54]([C:57]3[CH:62]=[CH:61][C:60]([CH2:63][NH2:64])=[CH:59][CH:58]=3)=[N:53]2)=[CH:48][CH:47]=1. Product: [F:66][C:44]([F:43])([F:65])[O:45][C:46]1[CH:47]=[CH:48][C:49]([N:52]2[CH:56]=[N:55][C:54]([C:57]3[CH:62]=[CH:61][C:60]([CH2:63][NH:64][C:1](=[O:9])[C:2]4[CH:3]=[CH:4][CH:5]=[CH:6][CH:7]=4)=[CH:59][CH:58]=3)=[N:53]2)=[CH:50][CH:51]=1. The catalyst class is: 9. (3) Reactant: [NH2:1][C:2]1[N:7]=[C:6]([N:8]2[C:16]3[C:11](=[CH:12][CH:13]=[C:14]([Br:17])[CH:15]=3)[C:10]([C:18]([OH:20])=O)=[N:9]2)[CH:5]=[CH:4][N:3]=1.S(Cl)(Cl)=O.C[N:26](C=O)C. Product: [NH2:1][C:2]1[N:7]=[C:6]([N:8]2[C:16]3[C:11](=[CH:12][CH:13]=[C:14]([Br:17])[CH:15]=3)[C:10]([C:18]([NH2:26])=[O:20])=[N:9]2)[CH:5]=[CH:4][N:3]=1. The catalyst class is: 2. (4) Reactant: [C:1]([O:9][CH2:10][CH3:11])(=[O:8])[CH2:2][C:3]([O:5][CH2:6][CH3:7])=[O:4].[H-].[Na+].Br[CH2:15][C:16]([O:18][C:19]([CH3:22])([CH3:21])[CH3:20])=[O:17].C(OCC)(=O)C. Product: [CH2:10]([O:9][C:1](=[O:8])[CH:2]([C:3]([O:5][CH2:6][CH3:7])=[O:4])[CH2:15][C:16]([O:18][C:19]([CH3:22])([CH3:21])[CH3:20])=[O:17])[CH3:11]. The catalyst class is: 1. (5) Reactant: [Cl:1][C:2]1[C:7]([C:8]([O:10][CH2:11][CH3:12])=[O:9])=[CH:6][N:5]=[C:4]2[NH:13][CH:14]=[CH:15][C:3]=12.[H-].[Na+].Cl[CH2:19][O:20][CH2:21][CH2:22][Si:23]([CH3:26])([CH3:25])[CH3:24].C(=O)([O-])O.[Na+]. Product: [Cl:1][C:2]1[C:7]([C:8]([O:10][CH2:11][CH3:12])=[O:9])=[CH:6][N:5]=[C:4]2[N:13]([CH2:19][O:20][CH2:21][CH2:22][Si:23]([CH3:26])([CH3:25])[CH3:24])[CH:14]=[CH:15][C:3]=12. The catalyst class is: 3. (6) Reactant: [CH2:1]([N:3]1[C:9](=[O:10])[C:8]2[CH:11]=[CH:12][C:13]([N+:15]([O-])=O)=[CH:14][C:7]=2[NH:6][CH2:5][CH2:4]1)[CH3:2].C(O)C. Product: [NH2:15][C:13]1[CH:12]=[CH:11][C:8]2[C:9](=[O:10])[N:3]([CH2:1][CH3:2])[CH2:4][CH2:5][NH:6][C:7]=2[CH:14]=1. The catalyst class is: 45.